Dataset: HIV replication inhibition screening data with 41,000+ compounds from the AIDS Antiviral Screen. Task: Binary Classification. Given a drug SMILES string, predict its activity (active/inactive) in a high-throughput screening assay against a specified biological target. (1) The drug is COC(=O)c1ccc(NCC2=C(Br)C(=O)C=CC2=O)cc1Cl. The result is 0 (inactive). (2) The drug is COC(=O)C1C2C1C1C=CC2n2c(=O)n(-c3ccccc3)c(=O)n21. The result is 0 (inactive).